From a dataset of Forward reaction prediction with 1.9M reactions from USPTO patents (1976-2016). Predict the product of the given reaction. Given the reactants C([Li])CCC.CO[N:8]1[CH:12]=[C:11](C)[N:10]=[C:9]1[C:14]1[CH:19]=[CH:18][CH:17]=[CH:16][N:15]=1.[C:20]([C:24]1[N:29]=[C:28]([C:30]([C:32]2[CH:37]=[CH:36][CH:35]=[C:34]([C:38]([CH3:41])([CH3:40])[CH3:39])[N:33]=2)=[O:31])[CH:27]=[CH:26][CH:25]=1)([CH3:23])([CH3:22])[CH3:21].[Cl-].[NH4+].C1[CH2:48][O:47][CH2:46]C1, predict the reaction product. The product is: [C:38]([C:34]1[N:33]=[C:32]([C:30]([C:28]2[CH:27]=[CH:26][CH:25]=[C:24]([C:20]([CH3:23])([CH3:22])[CH3:21])[N:29]=2)([C:11]2[NH:10][CH:9]([C:14]3[CH:19]=[CH:18][CH:17]=[CH:16][N:15]=3)[N:8]([CH2:46][O:47][CH3:48])[CH:12]=2)[OH:31])[CH:37]=[CH:36][CH:35]=1)([CH3:41])([CH3:40])[CH3:39].